From a dataset of Catalyst prediction with 721,799 reactions and 888 catalyst types from USPTO. Predict which catalyst facilitates the given reaction. (1) Reactant: [OH:1][CH2:2][C@H:3]1[CH2:6][CH2:5][N:4]1[C:7]([O:9][C:10]([CH3:13])([CH3:12])[CH3:11])=[O:8].[C:14]1([CH3:24])[CH:19]=[CH:18][C:17]([S:20](Cl)(=[O:22])=[O:21])=[CH:16][CH:15]=1.O. Product: [S:20]([O:1][CH2:2][C@H:3]1[CH2:6][CH2:5][N:4]1[C:7]([O:9][C:10]([CH3:13])([CH3:12])[CH3:11])=[O:8])([C:17]1[CH:18]=[CH:19][C:14]([CH3:24])=[CH:15][CH:16]=1)(=[O:22])=[O:21]. The catalyst class is: 17. (2) Reactant: [F:1][C:2]1([F:31])[O:6][C:5]2[CH:7]=[CH:8][C:9]([C:11]3[C:19]4[C:14](=[N:15][CH:16]=[C:17]([C:20]5[CH:21]=[N:22][N:23]([CH:25]6[CH2:30][CH2:29][NH:28][CH2:27][CH2:26]6)[CH:24]=5)[CH:18]=4)[NH:13][CH:12]=3)=[CH:10][C:4]=2[O:3]1.C(N(CC)CC)C.[CH3:39][S:40](Cl)(=[O:42])=[O:41]. Product: [F:31][C:2]1([F:1])[O:6][C:5]2[CH:7]=[CH:8][C:9]([C:11]3[C:19]4[C:14](=[N:15][CH:16]=[C:17]([C:20]5[CH:21]=[N:22][N:23]([CH:25]6[CH2:26][CH2:27][N:28]([S:40]([CH3:39])(=[O:42])=[O:41])[CH2:29][CH2:30]6)[CH:24]=5)[CH:18]=4)[NH:13][CH:12]=3)=[CH:10][C:4]=2[O:3]1. The catalyst class is: 2.